Dataset: NCI-60 drug combinations with 297,098 pairs across 59 cell lines. Task: Regression. Given two drug SMILES strings and cell line genomic features, predict the synergy score measuring deviation from expected non-interaction effect. (1) Drug 1: COC1=NC(=NC2=C1N=CN2C3C(C(C(O3)CO)O)O)N. Drug 2: CC1=C(C(=CC=C1)Cl)NC(=O)C2=CN=C(S2)NC3=CC(=NC(=N3)C)N4CCN(CC4)CCO. Cell line: TK-10. Synergy scores: CSS=-3.52, Synergy_ZIP=1.17, Synergy_Bliss=3.91, Synergy_Loewe=-5.51, Synergy_HSA=-0.812. (2) Drug 2: CC(C)NC(=O)C1=CC=C(C=C1)CNNC.Cl. Drug 1: CC1CCC2CC(C(=CC=CC=CC(CC(C(=O)C(C(C(=CC(C(=O)CC(OC(=O)C3CCCCN3C(=O)C(=O)C1(O2)O)C(C)CC4CCC(C(C4)OC)O)C)C)O)OC)C)C)C)OC. Cell line: HCC-2998. Synergy scores: CSS=7.99, Synergy_ZIP=1.31, Synergy_Bliss=6.22, Synergy_Loewe=-6.51, Synergy_HSA=1.57. (3) Drug 1: CC1=C2C(C(=O)C3(C(CC4C(C3C(C(C2(C)C)(CC1OC(=O)C(C(C5=CC=CC=C5)NC(=O)OC(C)(C)C)O)O)OC(=O)C6=CC=CC=C6)(CO4)OC(=O)C)OC)C)OC. Drug 2: C1=CC(=CC=C1CCC2=CNC3=C2C(=O)NC(=N3)N)C(=O)NC(CCC(=O)O)C(=O)O. Cell line: NCIH23. Synergy scores: CSS=33.5, Synergy_ZIP=-5.15, Synergy_Bliss=-10.5, Synergy_Loewe=-35.6, Synergy_HSA=-9.67. (4) Drug 1: C1C(C(OC1N2C=NC3=C(N=C(N=C32)Cl)N)CO)O. Drug 2: CS(=O)(=O)OCCCCOS(=O)(=O)C. Cell line: MDA-MB-435. Synergy scores: CSS=37.3, Synergy_ZIP=-7.74, Synergy_Bliss=-1.31, Synergy_Loewe=-28.4, Synergy_HSA=-2.21. (5) Drug 1: C1=CN(C(=O)N=C1N)C2C(C(C(O2)CO)O)O.Cl. Drug 2: CCC(=C(C1=CC=CC=C1)C2=CC=C(C=C2)OCCN(C)C)C3=CC=CC=C3.C(C(=O)O)C(CC(=O)O)(C(=O)O)O. Cell line: CAKI-1. Synergy scores: CSS=36.3, Synergy_ZIP=-1.63, Synergy_Bliss=-2.73, Synergy_Loewe=-11.4, Synergy_HSA=-1.02. (6) Drug 1: C1=CC(=CC=C1CCC2=CNC3=C2C(=O)NC(=N3)N)C(=O)NC(CCC(=O)O)C(=O)O. Drug 2: CC(C)CN1C=NC2=C1C3=CC=CC=C3N=C2N. Cell line: SNB-19. Synergy scores: CSS=31.2, Synergy_ZIP=3.09, Synergy_Bliss=4.23, Synergy_Loewe=-9.23, Synergy_HSA=2.58.